This data is from Full USPTO retrosynthesis dataset with 1.9M reactions from patents (1976-2016). The task is: Predict the reactants needed to synthesize the given product. (1) Given the product [Si:1]([O:8][C@H:9]1[CH:10]([OH:25])[N:11]([CH2:16][C:17]2[CH:22]=[CH:21][C:20]([O:23][CH3:24])=[CH:19][CH:18]=2)[C:12](=[O:15])[CH2:13][CH2:14]1)([C:4]([CH3:7])([CH3:6])[CH3:5])([CH3:3])[CH3:2], predict the reactants needed to synthesize it. The reactants are: [Si:1]([O:8][C@@H:9]1[CH2:14][CH2:13][C:12](=[O:15])[N:11]([CH2:16][C:17]2[CH:22]=[CH:21][C:20]([O:23][CH3:24])=[CH:19][CH:18]=2)[C:10]1=[O:25])([C:4]([CH3:7])([CH3:6])[CH3:5])([CH3:3])[CH3:2].CO.[BH4-].[Na+]. (2) Given the product [OH:42][CH:41]([C:32]1[CH:33]=[CH:34][C:35]2[C:40](=[CH:39][CH:38]=[CH:37][CH:36]=2)[C:31]=1[N+:28]([O-:30])=[O:29])[C:20]1[CH:21]=[C:22]([CH:25]=[CH:26][CH:27]=1)[C:23]#[N:24], predict the reactants needed to synthesize it. The reactants are: CN(C)CCOCCN(C)C.C([Mg]Cl)(C)C.N#N.I[C:20]1[CH:21]=[C:22]([CH:25]=[CH:26][CH:27]=1)[C:23]#[N:24].[N+:28]([C:31]1[C:40]2[C:35](=[CH:36][CH:37]=[CH:38][CH:39]=2)[CH:34]=[CH:33][C:32]=1[CH:41]=[O:42])([O-:30])=[O:29].Cl. (3) Given the product [CH2:5]([N:12]1[CH:16]=[C:15]([OH:17])[C:14]([C:1](=[O:2])[CH3:3])=[N:13]1)[C:6]1[CH:11]=[CH:10][CH:9]=[CH:8][CH:7]=1, predict the reactants needed to synthesize it. The reactants are: [CH:1]([CH:3]=O)=[O:2].[CH2:5]([NH:12][N:13]=[CH:14][C:15](=[O:17])[CH3:16])[C:6]1[CH:11]=[CH:10][CH:9]=[CH:8][CH:7]=1. (4) The reactants are: [Br:1][C:2]1[CH:3]=[C:4]([S:8][C:9]2[C:17]3[C:12](=[CH:13][C:14]([Cl:18])=[CH:15][CH:16]=3)[NH:11][C:10]=2[CH3:19])[CH:5]=[CH:6][CH:7]=1.Br[C:21]1[CH:22]=[N:23][CH:24]=[CH:25][CH:26]=1. Given the product [Br:1][C:2]1[CH:3]=[C:4]([S:8][C:9]2[C:17]3[C:12](=[CH:13][C:14]([Cl:18])=[CH:15][CH:16]=3)[N:11]([C:21]3[CH:22]=[N:23][CH:24]=[CH:25][CH:26]=3)[C:10]=2[CH3:19])[CH:5]=[CH:6][CH:7]=1, predict the reactants needed to synthesize it. (5) Given the product [Cl:1][C:2]1[CH:7]=[CH:6][C:5]([C:8]([F:11])([F:10])[F:9])=[CH:4][C:3]=1[C:16]1[N:21]=[C:20]([NH2:22])[N:19]=[C:18]([NH:23][CH3:24])[CH:17]=1, predict the reactants needed to synthesize it. The reactants are: [Cl:1][C:2]1[CH:7]=[CH:6][C:5]([C:8]([F:11])([F:10])[F:9])=[CH:4][C:3]=1B(O)O.I[C:16]1[N:21]=[C:20]([NH2:22])[N:19]=[C:18]([NH:23][CH3:24])[CH:17]=1. (6) Given the product [NH2:18][C:16]1[NH:15][N:14]=[C:13]([NH:12][C:5]2[CH:6]=[C:7]([C:8]([F:11])([F:10])[F:9])[C:2]([C:52]3[CH:53]=[CH:54][C:49]([O:48][CH3:47])=[C:50]([S:64]([N:67]4[CH2:68][CH2:69][N:70]([C:73]([O:75][C:76]([CH3:79])([CH3:78])[CH3:77])=[O:74])[CH2:71][CH2:72]4)(=[O:66])=[O:65])[CH:51]=3)=[C:3]([Cl:19])[CH:4]=2)[N:17]=1, predict the reactants needed to synthesize it. The reactants are: Br[C:2]1[C:7]([C:8]([F:11])([F:10])[F:9])=[CH:6][C:5]([NH:12][C:13]2[N:17]=[C:16]([NH2:18])[NH:15][N:14]=2)=[CH:4][C:3]=1[Cl:19].CN1C(C)(C)CC(SC2C=CC(B3OC(C)(C)C(C)(C)O3)=CC=2)CC1(C)C.[CH3:47][O:48][C:49]1[CH:54]=[CH:53][C:52](B2OC(C)(C)C(C)(C)O2)=[CH:51][C:50]=1[S:64]([N:67]1[CH2:72][CH2:71][N:70]([C:73]([O:75][C:76]([CH3:79])([CH3:78])[CH3:77])=[O:74])[CH2:69][CH2:68]1)(=[O:66])=[O:65].C([O-])([O-])=O.[K+].[K+]. (7) Given the product [CH2:1]1[C:6]2([CH2:11][CH2:10][CH2:9][CH2:8][CH2:7]2)[CH2:5][CH2:4][CH:3]([C:23]#[N:24])[CH2:2]1, predict the reactants needed to synthesize it. The reactants are: [CH2:1]1[C:6]2([CH2:11][CH2:10][CH2:9][CH2:8][CH2:7]2)[CH2:5][CH2:4][C:3](=O)[CH2:2]1.S([CH2:23][N+:24]#[C-])(C1C=CC(C)=CC=1)(=O)=O.CCO.CC([O-])(C)C.[K+].